From a dataset of Catalyst prediction with 721,799 reactions and 888 catalyst types from USPTO. Predict which catalyst facilitates the given reaction. (1) Reactant: [CH:1]([P:4]([CH:12]([CH3:14])[CH3:13])[C:5]1[CH:10]=[CH:9][C:8]([CH3:11])=[CH:7][CH:6]=1)([CH3:3])[CH3:2].[OH:15]O. Product: [CH:12]([P:4]([CH:1]([CH3:3])[CH3:2])([C:5]1[CH:6]=[CH:7][C:8]([CH3:11])=[CH:9][CH:10]=1)=[O:15])([CH3:14])[CH3:13]. The catalyst class is: 2. (2) Reactant: [C:1]([O:5][C:6]([N:8]1[CH2:13][CH2:12][CH2:11][CH2:10][C@H:9]1[CH:14]([C:35]1[CH:40]=[CH:39][CH:38]=[C:37]([C:41]([O:43][CH2:44]C)=[O:42])[CH:36]=1)[O:15][C:16]([NH:18][C:19]1[CH:20]=[C:21]2[C:25](=[CH:26][CH:27]=1)[N:24](C(OC(C)(C)C)=O)[N:23]=[CH:22]2)=[O:17])=[O:7])([CH3:4])([CH3:3])[CH3:2].O.[OH-].[Li+].CO. Product: [NH:24]1[C:25]2[C:21](=[CH:20][C:19]([NH:18][C:16]([O:15][CH:14]([C:35]3[CH:40]=[CH:39][CH:38]=[C:37]([C:41]([O:43][CH3:44])=[O:42])[CH:36]=3)[C@@H:9]3[CH2:10][CH2:11][CH2:12][CH2:13][N:8]3[C:6]([O:5][C:1]([CH3:4])([CH3:3])[CH3:2])=[O:7])=[O:17])=[CH:27][CH:26]=2)[CH:22]=[N:23]1. The catalyst class is: 1.